From a dataset of Forward reaction prediction with 1.9M reactions from USPTO patents (1976-2016). Predict the product of the given reaction. (1) Given the reactants C1C=CC2N(O)N=NC=2C=1.C(Cl)CCl.[NH2:15][C:16](=[O:39])[C@@H:17]([NH:24][C:25]([C@@H:27]1[CH2:32][CH2:31][CH2:30][CH2:29][C@H:28]1[N:33]1[CH2:38][CH2:37][NH:36][CH2:35][CH2:34]1)=[O:26])[C:18]1[CH:23]=[CH:22][CH:21]=[CH:20][CH:19]=1.[CH3:40][O:41][C:42]1[CH:50]=[CH:49][C:45]([C:46](O)=[O:47])=[CH:44][CH:43]=1.CN1CCOCC1, predict the reaction product. The product is: [NH2:15][C:16](=[O:39])[C@@H:17]([NH:24][C:25]([C@@H:27]1[CH2:32][CH2:31][CH2:30][CH2:29][C@H:28]1[N:33]1[CH2:34][CH2:35][N:36]([C:46](=[O:47])[C:45]2[CH:49]=[CH:50][C:42]([O:41][CH3:40])=[CH:43][CH:44]=2)[CH2:37][CH2:38]1)=[O:26])[C:18]1[CH:19]=[CH:20][CH:21]=[CH:22][CH:23]=1. (2) Given the reactants Br[CH2:2][C:3]1[C:4]([Cl:17])=[C:5]([CH:10]=[CH:11][C:12]=1[S:13]([CH3:16])(=[O:15])=[O:14])[C:6]([O:8][CH3:9])=[O:7].C[N+]1([O-])CC[O:22]CC1, predict the reaction product. The product is: [Cl:17][C:4]1[C:3]([CH:2]=[O:22])=[C:12]([S:13]([CH3:16])(=[O:15])=[O:14])[CH:11]=[CH:10][C:5]=1[C:6]([O:8][CH3:9])=[O:7]. (3) The product is: [CH:2]([C:3]1[CH:11]=[CH:10][C:8]([O:9][CH2:19][CH2:20][CH2:21][CH2:22][CH2:23][CH2:24][OH:25])=[C:5]([O:6][CH3:7])[CH:4]=1)=[O:1]. Given the reactants [O:1]=[CH:2][C:3]1[CH:11]=[CH:10][C:8]([OH:9])=[C:5]([O:6][CH3:7])[CH:4]=1.C(=O)([O-])[O-].[K+].[K+].Cl[CH2:19][CH2:20][CH2:21][CH2:22][CH2:23][CH2:24][OH:25], predict the reaction product. (4) The product is: [Br:8][C:9]1[N:14]=[C:13]([C:15]([NH:7][C:2]2[CH:3]=[CH:4][CH:5]=[CH:6][N:1]=2)=[O:16])[CH:12]=[CH:11][CH:10]=1. Given the reactants [N:1]1[CH:6]=[CH:5][CH:4]=[CH:3][C:2]=1[NH2:7].[Br:8][C:9]1[N:14]=[C:13]([C:15](O)=[O:16])[CH:12]=[CH:11][CH:10]=1, predict the reaction product. (5) Given the reactants C([O:3][C:4]([CH:6]1[CH:13]2[N:9]([CH2:10][CH2:11][CH2:12]2)[CH2:8][CH2:7]1)=O)C, predict the reaction product. The product is: [CH:6]1([CH2:4][OH:3])[CH:13]2[N:9]([CH2:10][CH2:11][CH2:12]2)[CH2:8][CH2:7]1. (6) The product is: [OH:39][C:29]1([CH2:49][C:48]([C:46]2[CH:45]=[CH:44][CH:43]=[C:42]([O:41][CH3:40])[N:47]=2)=[O:50])[C:28]2[C:32](=[CH:33][CH:34]=[C:26]([CH3:25])[CH:27]=2)[N:31]([CH2:35][CH2:36][CH3:37])[C:30]1=[O:38]. Given the reactants C(N1C2C(=CC=CC=2)C(O)(CC(=O)C2C=CC=CN=2)C1=O)CCC.[CH3:25][C:26]1[CH:27]=[C:28]2[C:32](=[CH:33][CH:34]=1)[N:31]([CH2:35][CH2:36][CH3:37])[C:30](=[O:38])[C:29]2=[O:39].[CH3:40][O:41][C:42]1[N:47]=[C:46]([C:48](=[O:50])[CH3:49])[CH:45]=[CH:44][CH:43]=1, predict the reaction product. (7) Given the reactants [C:1](Cl)(=[O:3])[CH3:2].Cl.[O:6]=[S:7]1(=[O:29])[C:12]2[CH:13]=[C:14]([O:17][C:18]3[CH:23]=[CH:22][C:21]([CH2:24][NH2:25])=[CH:20][CH:19]=3)[CH:15]=[CH:16][C:11]=2[N:10]2[CH2:26][CH2:27][CH2:28][CH:9]2[NH:8]1, predict the reaction product. The product is: [O:29]=[S:7]1(=[O:6])[C:12]2[CH:13]=[C:14]([O:17][C:18]3[CH:23]=[CH:22][C:21]([CH2:24][NH:25][C:1](=[O:3])[CH3:2])=[CH:20][CH:19]=3)[CH:15]=[CH:16][C:11]=2[N:10]2[CH2:26][CH2:27][CH2:28][CH:9]2[NH:8]1.